This data is from Forward reaction prediction with 1.9M reactions from USPTO patents (1976-2016). The task is: Predict the product of the given reaction. (1) The product is: [C:15]([O:14][C:12]([N:9]1[CH2:10][CH2:11][C:6]([CH2:5][CH2:4][OH:3])=[CH:7][CH2:8]1)=[O:13])([CH3:18])([CH3:17])[CH3:16]. Given the reactants C([O:3][C:4](=O)[CH2:5][C:6]1[CH2:11][CH2:10][N:9]([C:12]([O:14][C:15]([CH3:18])([CH3:17])[CH3:16])=[O:13])[CH2:8][CH:7]=1)C.[H-].[Al+3].[Li+].[H-].[H-].[H-].O.O.O.O.O.O.O.O.O.O.S([O-])([O-])(=O)=O.[Na+].[Na+], predict the reaction product. (2) Given the reactants O=[C:2]([CH3:15])[CH2:3][S:4][C:5]1[CH:6]=[C:7]([CH2:11][C:12]([OH:14])=[O:13])[CH:8]=[CH:9][CH:10]=1.Cl.[F:17][C:18]1[CH:19]=[C:20]([NH:24]N)[CH:21]=[CH:22][CH:23]=1, predict the reaction product. The product is: [F:17][C:18]1[CH:23]=[CH:22][CH:21]=[C:20]2[C:19]=1[C:3]([S:4][C:5]1[CH:6]=[C:7]([CH2:11][C:12]([OH:14])=[O:13])[CH:8]=[CH:9][CH:10]=1)=[C:2]([CH3:15])[NH:24]2.